From a dataset of CYP1A2 inhibition data for predicting drug metabolism from PubChem BioAssay. Regression/Classification. Given a drug SMILES string, predict its absorption, distribution, metabolism, or excretion properties. Task type varies by dataset: regression for continuous measurements (e.g., permeability, clearance, half-life) or binary classification for categorical outcomes (e.g., BBB penetration, CYP inhibition). Dataset: cyp1a2_veith. (1) The compound is Cc1cc2cc(C)c3nnc(SCC(=O)NCc4ccc5c(c4)OCO5)n3c2cc1C. The result is 1 (inhibitor). (2) The compound is Cn1c(=O)c2c(nc(N/N=C\c3ccccc3C(=O)O)n2C)n(C)c1=O. The result is 0 (non-inhibitor). (3) The compound is O=C(O)c1cccnc1SCc1ccccc1. The result is 0 (non-inhibitor). (4) The compound is CC(C)(C)C(=O)N1CCC(O)(CS(=O)(=O)Cc2ccc(Cl)cc2)CC1. The result is 0 (non-inhibitor). (5) The result is 0 (non-inhibitor). The drug is O=S(=O)(O)c1ccc2cc(N=Nc3cc(S(=O)(=O)O)c4cccnc4c3O)ccc2c1. (6) The compound is CC(C)CN1CC2(CCN(C(=O)c3cnccn3)CC2)C1. The result is 0 (non-inhibitor). (7) The molecule is CCOC(=O)C1=C(C)NC(c2ccccc2)=C(C(=O)OCc2ccc([N+](=O)[O-])cc2)[C@@H]1C#Cc1ccccc1. The result is 0 (non-inhibitor). (8) The molecule is Cc1ccc2c(CC(=O)OCc3cc(=O)n4c(n3)sc3ccccc34)coc2c1. The result is 1 (inhibitor). (9) The compound is CNC(=O)/C=C1\NC(C)(C)Cc2c1ccc1ccccc21. The result is 1 (inhibitor).